Dataset: Peptide-MHC class I binding affinity with 185,985 pairs from IEDB/IMGT. Task: Regression. Given a peptide amino acid sequence and an MHC pseudo amino acid sequence, predict their binding affinity value. This is MHC class I binding data. (1) The peptide sequence is TPMLRHTI. The MHC is HLA-B07:02 with pseudo-sequence HLA-B07:02. The binding affinity (normalized) is 0.941. (2) The peptide sequence is VQKVNPAPK. The MHC is HLA-A30:01 with pseudo-sequence HLA-A30:01. The binding affinity (normalized) is 0.820. (3) The peptide sequence is LWLTDNTHI. The MHC is HLA-A02:06 with pseudo-sequence HLA-A02:06. The binding affinity (normalized) is 0. (4) The binding affinity (normalized) is 0. The peptide sequence is VSSCTRMM. The MHC is Mamu-B17 with pseudo-sequence Mamu-B17. (5) The peptide sequence is NTFTNMEAQL. The MHC is HLA-A68:02 with pseudo-sequence HLA-A68:02. The binding affinity (normalized) is 0.580. (6) The peptide sequence is HLPGFGTAF. The MHC is HLA-B15:01 with pseudo-sequence HLA-B15:01. The binding affinity (normalized) is 0.605. (7) The peptide sequence is ETDDDGNYPL. The MHC is HLA-A68:02 with pseudo-sequence HLA-A68:02. The binding affinity (normalized) is 0.694. (8) The peptide sequence is LLIAITAFT. The MHC is HLA-A02:01 with pseudo-sequence HLA-A02:01. The binding affinity (normalized) is 0.523. (9) The peptide sequence is KPIPHRTVL. The MHC is HLA-B15:09 with pseudo-sequence HLA-B15:09. The binding affinity (normalized) is 0.336. (10) The peptide sequence is EGGVGWRHW. The MHC is HLA-B07:02 with pseudo-sequence HLA-B07:02. The binding affinity (normalized) is 0.